From a dataset of Full USPTO retrosynthesis dataset with 1.9M reactions from patents (1976-2016). Predict the reactants needed to synthesize the given product. (1) Given the product [Cl:1][C:2]1[CH:20]=[C:19]([O:21][CH2:33][C:31]2[N:32]=[C:28]([C:22]3[CH:23]=[CH:24][CH:25]=[CH:26][CH:27]=3)[S:29][CH:30]=2)[C:5]2[CH:6]=[C:7]([C:9]3[N:10]=[C:11]4[N:15]([CH:16]=3)[N:14]=[C:13]([O:17][CH3:18])[S:12]4)[O:8][C:4]=2[CH:3]=1, predict the reactants needed to synthesize it. The reactants are: [Cl:1][C:2]1[CH:3]=[C:4]2[O:8][C:7]([C:9]3[N:10]=[C:11]4[N:15]([CH:16]=3)[N:14]=[C:13]([O:17][CH3:18])[S:12]4)=[CH:6][C:5]2=[C:19]([OH:21])[CH:20]=1.[C:22]1([C:28]2[S:29][CH:30]=[C:31]([CH2:33]O)[N:32]=2)[CH:27]=[CH:26][CH:25]=[CH:24][CH:23]=1.C(P(CCCC)CCCC)CCC.C1CCN(C(N=NC(N2CCCCC2)=O)=O)CC1. (2) Given the product [CH3:1][C:2]([CH3:18])([CH2:10][O:11][CH:12]1[CH2:17][CH2:16][CH2:15][CH2:14][O:13]1)[CH2:3][N:4]1[CH:8]=[C:7]([B:28]2[O:32][C:31]([CH3:34])([CH3:33])[C:30]([CH3:36])([CH3:35])[O:29]2)[CH:6]=[N:5]1, predict the reactants needed to synthesize it. The reactants are: [CH3:1][C:2]([CH3:18])([CH2:10][O:11][CH:12]1[CH2:17][CH2:16][CH2:15][CH2:14][O:13]1)[CH2:3][N:4]1[CH:8]=[C:7](I)[CH:6]=[N:5]1.C([Mg]Cl)(C)C.[Li+].[Cl-].CO[B:28]1[O:32][C:31]([CH3:34])([CH3:33])[C:30]([CH3:36])([CH3:35])[O:29]1. (3) Given the product [CH:3]1([CH2:9][CH2:10][CH2:11][C@@H:12]([C:21]2[O:25][N:24]=[C:23]([CH2:26][O:27][CH2:29][C:30]([O:32][CH2:33][CH3:34])=[O:31])[N:22]=2)[CH2:13][C:14]([O:16][C:17]([CH3:20])([CH3:19])[CH3:18])=[O:15])[CH2:4][CH2:5][CH2:6][CH2:7][CH2:8]1, predict the reactants needed to synthesize it. The reactants are: [H-].[Na+].[CH:3]1([CH2:9][CH2:10][CH2:11][C@@H:12]([C:21]2[O:25][N:24]=[C:23]([CH2:26][OH:27])[N:22]=2)[CH2:13][C:14]([O:16][C:17]([CH3:20])([CH3:19])[CH3:18])=[O:15])[CH2:8][CH2:7][CH2:6][CH2:5][CH2:4]1.Br[CH2:29][C:30]([O:32][CH2:33][CH3:34])=[O:31]. (4) Given the product [OH:37][CH2:36][C@H:33]1[CH2:32][CH2:31][C@H:30]([N:29]2[C:21]3=[C:22]4[S:28][CH:27]=[CH:26][C:23]4=[N:24][CH:25]=[C:20]3[N:19]=[C:3]2[C@H:2]([OH:1])[CH3:6])[CH2:35][CH2:34]1, predict the reactants needed to synthesize it. The reactants are: [OH:1][C@H:2]([CH3:6])[C:3](N)=O.F[B-](F)(F)F.C([O+](CC)CC)C.[NH2:19][C:20]1[C:21]([NH:29][C@H:30]2[CH2:35][CH2:34][C@H:33]([CH2:36][OH:37])[CH2:32][CH2:31]2)=[C:22]2[S:28][CH:27]=[CH:26][C:23]2=[N:24][CH:25]=1. (5) Given the product [O:40]=[C:35]1[NH:36][C:37](=[O:39])/[C:38](=[CH:6]/[C:8]2[CH:29]=[C:28]([C:30]([F:33])([F:31])[F:32])[CH:27]=[CH:26][C:9]=2[O:10][C:11]2[CH:12]=[CH:13][C:14]([C:17]3[N:22]=[C:21]([C:23]([NH2:25])=[O:24])[CH:20]=[CH:19][CH:18]=3)=[CH:15][CH:16]=2)/[S:34]1, predict the reactants needed to synthesize it. The reactants are: N1CCCC1.[CH:6]([C:8]1[CH:29]=[C:28]([C:30]([F:33])([F:32])[F:31])[CH:27]=[CH:26][C:9]=1[O:10][C:11]1[CH:16]=[CH:15][C:14]([C:17]2[N:22]=[C:21]([C:23]([NH2:25])=[O:24])[CH:20]=[CH:19][CH:18]=2)=[CH:13][CH:12]=1)=O.[S:34]1[CH2:38][C:37](=[O:39])[NH:36][C:35]1=[O:40]. (6) The reactants are: [C:1]([N:4]1[CH2:9][CH2:8][N:7]([C:10]2[CH:17]=[CH:16][C:13]([CH:14]=O)=[CH:12][C:11]=2[N+:18]([O-:20])=[O:19])[CH2:6][CH2:5]1)(=[O:3])[CH3:2].[I-].[NH:22]1[C:30]2[C:25](=[CH:26][CH:27]=[CH:28][CH:29]=2)[C:24]([CH2:31][P+](C2C=CC=CC=2)(C2C=CC=CC=2)C2C=CC=CC=2)=[N:23]1.C(=O)([O-])[O-].[K+].[K+]. Given the product [C:1]([N:4]1[CH2:9][CH2:8][N:7]([C:10]2[CH:17]=[CH:16][C:13](/[CH:14]=[CH:31]/[C:24]3[C:25]4[C:30](=[CH:29][CH:28]=[CH:27][CH:26]=4)[NH:22][N:23]=3)=[CH:12][C:11]=2[N+:18]([O-:20])=[O:19])[CH2:6][CH2:5]1)(=[O:3])[CH3:2], predict the reactants needed to synthesize it. (7) Given the product [Cl:1][C:2]1[C:10]2[C:5](=[CH:6][C:7]([F:12])=[C:8]([NH:11][C:29]([C:22]3[CH:21]([C:18]4[CH:19]=[CH:20][C:15]([C:14]([F:33])([F:13])[F:32])=[CH:16][CH:17]=4)[CH2:26][C:25](=[O:27])[NH:24][C:23]=3[CH3:28])=[O:30])[CH:9]=2)[NH:4][N:3]=1, predict the reactants needed to synthesize it. The reactants are: [Cl:1][C:2]1[C:10]2[C:5](=[CH:6][C:7]([F:12])=[C:8]([NH2:11])[CH:9]=2)[NH:4][N:3]=1.[F:13][C:14]([F:33])([F:32])[C:15]1[CH:20]=[CH:19][C:18]([CH:21]2[CH2:26][C:25](=[O:27])[NH:24][C:23]([CH3:28])=[C:22]2[C:29](O)=[O:30])=[CH:17][CH:16]=1.C(Cl)CCl.CCN(CC)CC. (8) The reactants are: C(N(CC)CC)C.[F:8][C:9]1[CH:19]=[CH:18][CH:17]=[CH:16][C:10]=1[CH:11]=[CH:12][C:13]([OH:15])=O.CCN=C=NCCCN(C)C.Cl.Cl.[CH2:33]([N:35]1[C:50]2[C:45](=[CH:46][CH:47]=[CH:48][CH:49]=2)[C:37]([CH2:38][C@@H:39]([C:41]([O:43][CH3:44])=[O:42])[NH2:40])=[CH:36]1)[CH3:34]. Given the product [CH2:33]([N:35]1[C:50]2[C:45](=[CH:46][CH:47]=[CH:48][CH:49]=2)[C:37]([CH2:38][C@@H:39]([C:41]([O:43][CH3:44])=[O:42])[NH:40][C:13](=[O:15])[CH:12]=[CH:11][C:10]2[CH:16]=[CH:17][CH:18]=[CH:19][C:9]=2[F:8])=[CH:36]1)[CH3:34], predict the reactants needed to synthesize it. (9) Given the product [F:23][C@H:24]1[C@@H:29]([O:30][C:31]2[CH:38]=[CH:37][C:36]([C:2]3[N:3]=[C:4]([NH:8][C:9]4[CH:14]=[CH:13][C:12]([N:15]5[CH2:20][CH2:19][O:18][CH2:17][C@@H:16]5[CH2:21][OH:22])=[CH:11][CH:10]=4)[N:5]=[CH:6][N:7]=3)=[CH:35][C:32]=2[C:33]#[N:34])[CH2:28][CH2:27][N:26]([C:48](=[O:52])[C@@H:49]([OH:51])[CH3:50])[CH2:25]1, predict the reactants needed to synthesize it. The reactants are: Cl[C:2]1[N:7]=[CH:6][N:5]=[C:4]([NH:8][C:9]2[CH:14]=[CH:13][C:12]([N:15]3[CH2:20][CH2:19][O:18][CH2:17][C@@H:16]3[CH2:21][OH:22])=[CH:11][CH:10]=2)[N:3]=1.[F:23][C@H:24]1[C@@H:29]([O:30][C:31]2[CH:38]=[CH:37][C:36](B3OC(C)(C)C(C)(C)O3)=[CH:35][C:32]=2[C:33]#[N:34])[CH2:28][CH2:27][N:26]([C:48](=[O:52])[C@@H:49]([OH:51])[CH3:50])[CH2:25]1.C(=O)([O-])[O-].[Na+].[Na+]. (10) Given the product [C:1]([O:5][C:6]([N:8]1[CH2:12][CH2:11][C@H:10]([CH:13]=[CH2:14])[C@H:9]1[CH2:15][OH:16])=[O:7])([CH3:4])([CH3:3])[CH3:2], predict the reactants needed to synthesize it. The reactants are: [C:1]([O:5][C:6]([N:8]1[CH2:12][CH2:11][C@H:10]([CH:13]=[CH2:14])[C@H:9]1[CH2:15][O:16][Si](C(C)(C)C)(C1C=CC=CC=1)C1C=CC=CC=1)=[O:7])([CH3:4])([CH3:3])[CH3:2].CCCC[N+](CCCC)(CCCC)CCCC.[F-].O.